From a dataset of Full USPTO retrosynthesis dataset with 1.9M reactions from patents (1976-2016). Predict the reactants needed to synthesize the given product. (1) Given the product [C:1]([N:4]1[C:5]2[CH:29]=[CH:28][CH:27]=[CH:26][C:6]=2[CH2:7][N:8]([S:15]([C:18]2[CH:19]=[CH:20][C:21]([O:24][CH3:25])=[CH:22][CH:23]=2)(=[O:17])=[O:16])[CH:9]([C:10]([O:12][CH3:13])=[O:11])[CH2:14]1)(=[O:3])[CH3:2], predict the reactants needed to synthesize it. The reactants are: [C:1]([NH:4][C:5]1[CH:29]=[CH:28][CH:27]=[CH:26][C:6]=1[CH2:7][N:8]([S:15]([C:18]1[CH:23]=[CH:22][C:21]([O:24][CH3:25])=[CH:20][CH:19]=1)(=[O:17])=[O:16])[C:9](=[CH2:14])[C:10]([O:12][CH3:13])=[O:11])(=[O:3])[CH3:2].C(=O)(O)[O-].[Na+]. (2) Given the product [C:4]([C@H:6]1[O:14][C@H:13]2[C@H:9]([N:10]=[C:11]([N:15]([CH3:23])[C:16](=[O:22])[O:17][C:18]([CH3:21])([CH3:20])[CH3:19])[S:12]2)[C@@H:8]([O:24][CH2:25][C:26]2[CH:27]=[CH:28][C:29]([O:32][CH3:33])=[CH:30][CH:31]=2)[C@@H:7]1[O:34][CH2:35][C:36]1[CH:37]=[CH:38][C:39]([O:42][CH3:43])=[CH:40][CH:41]=1)(=[O:5])[CH3:45], predict the reactants needed to synthesize it. The reactants are: CON(C)[C:4]([C@H:6]1[O:14][C@H:13]2[C@H:9]([N:10]=[C:11]([N:15]([CH3:23])[C:16](=[O:22])[O:17][C:18]([CH3:21])([CH3:20])[CH3:19])[S:12]2)[C@@H:8]([O:24][CH2:25][C:26]2[CH:31]=[CH:30][C:29]([O:32][CH3:33])=[CH:28][CH:27]=2)[C@@H:7]1[O:34][CH2:35][C:36]1[CH:41]=[CH:40][C:39]([O:42][CH3:43])=[CH:38][CH:37]=1)=[O:5].[CH3:45][Mg]Br. (3) The reactants are: [Br:1][C:2]1[CH:7]=[CH:6][C:5]([C:8]([C:18]2[CH:19]=[N:20][C:21]([N:24]3[CH2:29][CH2:28][O:27][CH2:26][CH2:25]3)=[CH:22][CH:23]=2)=[N:9][NH:10]C(OC(C)(C)C)=O)=[C:4](F)[CH:3]=1.N12CCCN=C1CCCCC2. Given the product [Br:1][C:2]1[CH:7]=[C:6]2[C:5]([C:8]([C:18]3[CH:19]=[N:20][C:21]([N:24]4[CH2:29][CH2:28][O:27][CH2:26][CH2:25]4)=[CH:22][CH:23]=3)=[N:9][NH:10]2)=[CH:4][CH:3]=1, predict the reactants needed to synthesize it. (4) Given the product [CH3:30][C:31]([CH3:35])([CH3:34])[CH2:32][NH:33][C:27]([CH:9]1[CH:8]([C:4]2[CH:5]=[CH:6][CH:7]=[C:2]([Cl:1])[CH:3]=2)[C:12]([C:15]2[CH:16]=[CH:17][C:18]([Cl:21])=[CH:19][CH:20]=2)([C:13]#[N:14])[CH:11]([CH2:22][C:23]([CH3:24])([CH3:25])[CH3:26])[NH:10]1)=[O:29], predict the reactants needed to synthesize it. The reactants are: [Cl:1][C:2]1[CH:3]=[C:4]([CH:8]2[C:12]([C:15]3[CH:20]=[CH:19][C:18]([Cl:21])=[CH:17][CH:16]=3)([C:13]#[N:14])[CH:11]([CH2:22][C:23]([CH3:26])([CH3:25])[CH3:24])[NH:10][CH:9]2[C:27]([OH:29])=O)[CH:5]=[CH:6][CH:7]=1.[CH3:30][C:31]([CH3:35])([CH3:34])[CH2:32][NH2:33].CN(C(ON1N=NC2C=CC=NC1=2)=[N+](C)C)C.F[P-](F)(F)(F)(F)F.CCN(C(C)C)C(C)C. (5) Given the product [C:6]([C:5]([C:11]1[CH:16]=[CH:15][C:14]([O:17][CH3:18])=[C:13]([O:19][CH3:20])[CH:12]=1)([CH:8]([CH3:10])[CH3:9])[CH2:4][CH2:3][CH2:2][N:22]([CH3:21])[CH2:23][CH2:24][C:25]1[CH:26]=[CH:27][C:28]([O:29][CH2:30][C:31]([O:33][CH2:34][CH3:35])=[O:32])=[CH:36][CH:37]=1)#[N:7], predict the reactants needed to synthesize it. The reactants are: Br[CH2:2][CH2:3][CH2:4][C:5]([C:11]1[CH:16]=[CH:15][C:14]([O:17][CH3:18])=[C:13]([O:19][CH3:20])[CH:12]=1)([CH:8]([CH3:10])[CH3:9])[C:6]#[N:7].[CH3:21][NH:22][CH2:23][CH2:24][C:25]1[CH:37]=[CH:36][C:28]([O:29][CH2:30][C:31]([O:33][CH2:34][CH3:35])=[O:32])=[CH:27][CH:26]=1. (6) Given the product [Cl:1][C:2]1[CH:3]=[C:4]([C:12]2[CH:17]=[CH:16][CH:15]=[C:14]([C:18]3([C:28]4[CH:33]=[CH:32][N:31]=[C:30]([C:34]([F:35])([F:36])[F:37])[CH:29]=4)[C:26]4[C:21](=[N:22][CH:23]=[CH:24][CH:25]=4)[C:20]([NH2:27])=[N:19]3)[CH:13]=2)[CH:5]=[CH:6][CH:7]=1, predict the reactants needed to synthesize it. The reactants are: [Cl:1][C:2]1[CH:3]=[C:4](B(O)O)[CH:5]=[CH:6][CH:7]=1.Br[C:12]1[CH:13]=[C:14]([C:18]2([C:28]3[CH:33]=[CH:32][N:31]=[C:30]([C:34]([F:37])([F:36])[F:35])[CH:29]=3)[C:26]3[C:21](=[N:22][CH:23]=[CH:24][CH:25]=3)[C:20]([NH2:27])=[N:19]2)[CH:15]=[CH:16][CH:17]=1.C(=O)([O-])[O-].[Cs+].[Cs+]. (7) Given the product [ClH:21].[F:14][C:11]1([F:13])[CH2:12][NH:8][C@@H:9]([CH:15]([CH3:20])[CH2:16][C:17]([OH:19])=[O:18])[CH2:10]1, predict the reactants needed to synthesize it. The reactants are: C(OC([N:8]1[CH2:12][C:11]([F:14])([F:13])[CH2:10][C@@H:9]1[CH:15]([CH3:20])[CH2:16][C:17]([OH:19])=[O:18])=O)(C)(C)C.[ClH:21]. (8) Given the product [Br:1][C:2]1[CH:16]=[CH:15][C:5]([CH2:6][C:7]2[C:11]([CH2:12][CH3:13])=[N:10][N:9]3[C:28]([CH3:29])=[CH:27][C:24]([CH3:25])=[N:14][C:8]=23)=[CH:4][CH:3]=1, predict the reactants needed to synthesize it. The reactants are: [Br:1][C:2]1[CH:16]=[CH:15][C:5]([CH2:6][C:7]2[C:11]([CH2:12][CH3:13])=[N:10][NH:9][C:8]=2[NH2:14])=[CH:4][CH:3]=1.FC(F)(F)C(O)=O.[C:24]([CH2:27][C:28](=O)[CH3:29])(=O)[CH3:25].C(=O)(O)[O-].[Na+].